This data is from Forward reaction prediction with 1.9M reactions from USPTO patents (1976-2016). The task is: Predict the product of the given reaction. (1) Given the reactants Br[C:2]1[CH:7]=[CH:6][C:5]([F:8])=[CH:4][N:3]=1.[Li]C(C)(C)C.[Si:14]([O:21][CH2:22][CH:23]=[N:24][S@@:25]([C:27]([CH3:30])([CH3:29])[CH3:28])=[O:26])([C:17]([CH3:20])([CH3:19])[CH3:18])([CH3:16])[CH3:15].[Li], predict the reaction product. The product is: [Si:14]([O:21][CH2:22][C@H:23]([NH:24][S:25]([C:27]([CH3:30])([CH3:29])[CH3:28])=[O:26])[C:2]1[CH:7]=[CH:6][C:5]([F:8])=[CH:4][N:3]=1)([C:17]([CH3:20])([CH3:19])[CH3:18])([CH3:16])[CH3:15]. (2) Given the reactants [C:1]([C:5]1[CH:9]=[C:8]([C:10]([CH3:13])([CH3:12])[CH3:11])[NH:7][N:6]=1)([CH3:4])([CH3:3])[CH3:2].[H-].[Na+].Cl[CH2:17][C:18]1[CH:39]=[CH:38][C:21]([CH2:22][O:23][C:24]2[CH:29]=[CH:28][C:27]([CH2:30][CH2:31][C:32]([O:34][CH2:35][CH3:36])=[O:33])=[C:26]([F:37])[CH:25]=2)=[CH:20][CH:19]=1.O, predict the reaction product. The product is: [C:1]([C:5]1[CH:9]=[C:8]([C:10]([CH3:13])([CH3:12])[CH3:11])[N:7]([CH2:17][C:18]2[CH:19]=[CH:20][C:21]([CH2:22][O:23][C:24]3[CH:29]=[CH:28][C:27]([CH2:30][CH2:31][C:32]([O:34][CH2:35][CH3:36])=[O:33])=[C:26]([F:37])[CH:25]=3)=[CH:38][CH:39]=2)[N:6]=1)([CH3:4])([CH3:3])[CH3:2]. (3) Given the reactants [OH:1][C:2]1[CH:3]=[C:4]([CH:14]=[C:15]([O:17][C@@H:18]([CH3:22])[CH2:19][O:20][CH3:21])[CH:16]=1)[C:5]([NH:7][C:8]1[CH:12]=[CH:11][N:10]([CH3:13])[N:9]=1)=[O:6].C(=O)([O-])[O-].[K+].[K+].[Cl:29][C:30]1[CH:31]=[C:32]([S:37]([N:40]([CH3:42])[CH3:41])(=[O:39])=[O:38])[CH:33]=[CH:34][C:35]=1F, predict the reaction product. The product is: [Cl:29][C:30]1[CH:31]=[C:32]([S:37]([N:40]([CH3:42])[CH3:41])(=[O:39])=[O:38])[CH:33]=[CH:34][C:35]=1[O:1][C:2]1[CH:3]=[C:4]([CH:14]=[C:15]([O:17][C@@H:18]([CH3:22])[CH2:19][O:20][CH3:21])[CH:16]=1)[C:5]([NH:7][C:8]1[CH:12]=[CH:11][N:10]([CH3:13])[N:9]=1)=[O:6]. (4) Given the reactants [OH-].[Na+].C[O:4][C:5](=[O:21])[CH2:6][CH2:7][CH2:8][CH2:9][C:10]1[O:11][C:12]([C:15]2[CH:20]=[CH:19][CH:18]=[CH:17][N:16]=2)=[N:13][N:14]=1, predict the reaction product. The product is: [N:16]1[CH:17]=[CH:18][CH:19]=[CH:20][C:15]=1[C:12]1[O:11][C:10]([CH2:9][CH2:8][CH2:7][CH2:6][C:5]([OH:21])=[O:4])=[N:14][N:13]=1. (5) Given the reactants [N+:1]([C:4]1[CH:9]=[CH:8][CH:7]=[CH:6][C:5]=1[C:10](=O)[CH3:11])([O-:3])=[O:2].O.[NH2:14][NH2:15].O, predict the reaction product. The product is: [N+:1]([C:4]1[CH:9]=[CH:8][CH:7]=[CH:6][C:5]=1[C:10](=[N:14][NH2:15])[CH3:11])([O-:3])=[O:2]. (6) Given the reactants Cl.[F:2][C@H:3]1[C@@H:8]([O:9][C:10]2[CH:15]=[CH:14][C:13]([NH:16][C:17]3[N:22]=[CH:21][N:20]=[C:19]([C:23]4[CH:24]=[CH:25][C:26]([O:31][C@H:32]5[CH2:37][CH2:36][NH:35][CH2:34][C@H:33]5[F:38])=[C:27]([CH:30]=4)[C:28]#[N:29])[N:18]=3)=[CH:12][CH:11]=2)[CH2:7][CH2:6][N:5]([CH3:39])[CH2:4]1.[CH2:40]([OH:46])[C@H:41]([OH:45])[C:42](O)=[O:43].CCN(C(C)C)C(C)C.CN(C(ON1N=NC2C=CC=NC1=2)=[N+](C)C)C.F[P-](F)(F)(F)(F)F.C(O)(C(F)(F)F)=O, predict the reaction product. The product is: [OH:45][C@@H:41]([CH2:40][OH:46])[C:42]([N:35]1[CH2:36][CH2:37][C@H:32]([O:31][C:26]2[CH:25]=[CH:24][C:23]([C:19]3[N:18]=[C:17]([NH:16][C:13]4[CH:14]=[CH:15][C:10]([O:9][C@H:8]5[CH2:7][CH2:6][N:5]([CH3:39])[CH2:4][C@H:3]5[F:2])=[CH:11][CH:12]=4)[N:22]=[CH:21][N:20]=3)=[CH:30][C:27]=2[C:28]#[N:29])[C@H:33]([F:38])[CH2:34]1)=[O:43]. (7) Given the reactants Cl[C:2]1[N:7]=[C:6]([N:8]2[CH2:12][CH2:11][CH2:10][CH2:9]2)[C:5]([N+:13]([O-:15])=[O:14])=[CH:4][CH:3]=1.[CH2:16]([NH2:26])[C:17]1[CH:25]=[CH:24][C:23]2[O:22][CH2:21][O:20][C:19]=2[CH:18]=1.C(N(CC)CC)C.C([O-])(O)=O.[Na+], predict the reaction product. The product is: [O:22]1[C:23]2[CH:24]=[CH:25][C:17]([CH2:16][NH:26][C:2]3[CH:3]=[CH:4][C:5]([N+:13]([O-:15])=[O:14])=[C:6]([N:8]4[CH2:12][CH2:11][CH2:10][CH2:9]4)[N:7]=3)=[CH:18][C:19]=2[O:20][CH2:21]1.